Dataset: Reaction yield outcomes from USPTO patents with 853,638 reactions. Task: Predict the reaction yield, written as a fraction of the theoretical maximum amount of product (1.0 means a 100% yield; for example, 0.34 means a 34% yield). (1) The reactants are [OH-].[Na+].[Cl:3][C:4]1[CH:5]=[C:6]([CH:24]=[CH:25][C:26]=1[NH:27][C:28]([NH:30][CH:31]1[CH2:33][CH2:32]1)=[O:29])[O:7][C:8]1[C:17]2[C:12](=[CH:13][C:14]([O:22][CH3:23])=[C:15]([C:18]([O:20]C)=[O:19])[CH:16]=2)[N:11]=[CH:10][CH:9]=1.Cl. The catalyst is CO. The product is [Cl:3][C:4]1[CH:5]=[C:6]([CH:24]=[CH:25][C:26]=1[NH:27][C:28]([NH:30][CH:31]1[CH2:33][CH2:32]1)=[O:29])[O:7][C:8]1[C:17]2[C:12](=[CH:13][C:14]([O:22][CH3:23])=[C:15]([C:18]([OH:20])=[O:19])[CH:16]=2)[N:11]=[CH:10][CH:9]=1. The yield is 0.946. (2) The reactants are [Cl:1][C:2]1[C:7](I)=[CH:6][N:5]=[C:4]([S:9][CH3:10])[N:3]=1.C([Mg]Br)(C)C.[CH:16]([C:19]1[CH:26]=[C:25]([O:27][CH3:28])[C:24]([O:29][CH3:30])=[CH:23][C:20]=1[CH:21]=[O:22])([CH3:18])[CH3:17]. The catalyst is C1COCC1. The product is [Cl:1][C:2]1[C:7]([CH:21]([C:20]2[CH:23]=[C:24]([O:29][CH3:30])[C:25]([O:27][CH3:28])=[CH:26][C:19]=2[CH:16]([CH3:18])[CH3:17])[OH:22])=[CH:6][N:5]=[C:4]([S:9][CH3:10])[N:3]=1. The yield is 0.820. (3) The reactants are C([O:3][C:4](=O)[C:5]1[CH:10]=[C:9]([Cl:11])[CH:8]=[N:7][C:6]=1[NH2:12])C.C(O)(=O)C.[CH:18](N)=[NH:19]. The catalyst is C(OCCO)C. The product is [Cl:11][C:9]1[CH:8]=[N:7][C:6]2[N:12]=[CH:18][N:19]=[C:4]([OH:3])[C:5]=2[CH:10]=1. The yield is 0.370. (4) The reactants are [CH2:1]([O:3][C:4](=[O:40])[C:5]([CH3:39])([O:28][C:29]1[CH:34]=[CH:33][C:32]([C:35]([F:38])([F:37])[F:36])=[CH:31][CH:30]=1)[CH:6]([C:14]1[CH:19]=[CH:18][CH:17]=[C:16]([O:20]CC2C=CC=CC=2)[CH:15]=1)OC(=O)C(F)(F)F)[CH3:2]. The catalyst is C(OCC)(=O)C.[Pd]. The product is [CH2:1]([O:3][C:4](=[O:40])[C:5]([CH3:39])([O:28][C:29]1[CH:30]=[CH:31][C:32]([C:35]([F:37])([F:38])[F:36])=[CH:33][CH:34]=1)[CH2:6][C:14]1[CH:19]=[CH:18][CH:17]=[C:16]([OH:20])[CH:15]=1)[CH3:2]. The yield is 0.320. (5) The reactants are [C:1]([OH:6])(=O)[C@H:2]([CH3:4])[OH:3].[Cl:7][C:8]1[CH:9]=[C:10]([NH:22][C:23]2[C:32]3[C:27](=[CH:28][CH:29]=[CH:30][C:31]=3[O:33][C@H:34]([CH3:38])[CH2:35][NH:36][CH3:37])[N:26]=[CH:25][N:24]=2)[CH:11]=[CH:12][C:13]=1[O:14][CH2:15][C:16]1[CH:21]=[CH:20][CH:19]=[CH:18][N:17]=1. No catalyst specified. The product is [Cl:7][C:8]1[CH:9]=[C:10]([NH:22][C:23]2[C:32]3[C:27](=[CH:28][CH:29]=[CH:30][C:31]=3[O:33][C@H:34]([CH3:38])[CH2:35][N:36]([CH3:37])[C:1](=[O:6])[C@@H:2]([OH:3])[CH3:4])[N:26]=[CH:25][N:24]=2)[CH:11]=[CH:12][C:13]=1[O:14][CH2:15][C:16]1[CH:21]=[CH:20][CH:19]=[CH:18][N:17]=1. The yield is 0.350. (6) The reactants are [Cl:1][C:2]1[CH:7]=[CH:6][C:5]([C:8]2[S:9][C:10](C(O)=O)=[C:11]([CH3:13])[N:12]=2)=[C:4]([O:17][CH3:18])[CH:3]=1.[CH2:19]1[N:24]2[C:25]3[CH:31]=[CH:30][C:29]([CH2:32][OH:33])=[CH:28][C:26]=3[N:27]=[C:23]2[CH2:22][CH2:21][CH2:20]1.C([N:36]([CH2:39]C)CC)C.C1(P(N=[N+]=[N-])(C2C=CC=CC=2)=[O:48])C=CC=CC=1. The catalyst is C1(C)C=CC=CC=1.C(Cl)(Cl)Cl. The product is [CH2:19]1[N:24]2[C:25]3[CH:31]=[CH:30][C:29]([CH2:32][O:33][C:39](=[O:48])[NH:36][C:10]4[S:9][C:8]([C:5]5[CH:6]=[CH:7][C:2]([Cl:1])=[CH:3][C:4]=5[O:17][CH3:18])=[N:12][C:11]=4[CH3:13])=[CH:28][C:26]=3[N:27]=[C:23]2[CH2:22][CH2:21][CH2:20]1. The yield is 0.710. (7) The reactants are CS([NH:5][C:6]1[CH:35]=[CH:34][C:9]([C:10]([N:12]2[C:21]3[C:16](=[CH:17][CH:18]=[CH:19][CH:20]=3)[CH:15]([N:22]([C:27]3[CH:32]=[CH:31][CH:30]=[CH:29][CH:28]=3)[C:23](=[O:26])[CH2:24]C)[CH2:14][CH:13]2[CH3:33])=[O:11])=[CH:8][CH:7]=1)(=O)=O.NC1C=CC(C(N2C3C(=CC=CC=3)[C@H](N(C3C=CC=CC=3)[C:54](=[O:56])[CH3:55])C[C@@H]2C)=O)=CC=1.CS(OS(C)(=O)=O)(=O)=[O:68]. The catalyst is CN(C=O)C. The product is [C:23]([N:22]([C:27]1[CH:32]=[CH:31][CH:30]=[CH:29][CH:28]=1)[C@H:15]1[C:16]2[C:21](=[CH:20][CH:19]=[CH:18][CH:17]=2)[N:12]([C:10]([C:9]2[CH:34]=[CH:35][C:6]([NH:5][CH2:55][C:54]([OH:56])=[O:68])=[CH:7][CH:8]=2)=[O:11])[C@@H:13]([CH3:33])[CH2:14]1)(=[O:26])[CH3:24]. The yield is 0.250. (8) The reactants are F[C:2]1[CH:9]=[CH:8][CH:7]=[CH:6][C:3]=1[CH:4]=[O:5].C(=O)([O-])[O-].[K+].[K+].[C:16]1([SH:32])[C:29]2[C:30]3=[C:31]4[C:26](=[CH:27][CH:28]=2)[CH:25]=[CH:24][CH:23]=[C:22]4[CH:21]=[CH:20][C:19]3=[CH:18][CH:17]=1. The catalyst is CN(C=O)C. The product is [CH:18]1[C:19]2[C:30]3=[C:31]4[C:22](=[CH:21][CH:20]=2)[CH:23]=[CH:24][CH:25]=[C:26]4[CH:27]=[CH:28][C:29]3=[C:16]([S:32][C:2]2[CH:9]=[CH:8][CH:7]=[CH:6][C:3]=2[CH:4]=[O:5])[CH:17]=1. The yield is 0.460. (9) The reactants are [F:1][C:2]([F:14])([F:13])[C:3]([NH:5][C:6]1[CH:11]=[CH:10][CH:9]=[CH:8][C:7]=1[CH3:12])=[O:4].[Cl:15][S:16](O)(=[O:18])=[O:17]. No catalyst specified. The product is [CH3:12][C:7]1[CH:8]=[C:9]([S:16]([Cl:15])(=[O:18])=[O:17])[CH:10]=[CH:11][C:6]=1[NH:5][C:3](=[O:4])[C:2]([F:13])([F:14])[F:1]. The yield is 0.850. (10) The reactants are S1C=CC=C1.[Li]CCCC.Br[C:12]1[CH:17]=[CH:16][CH:15]=[CH:14][N:13]=1.[Li]C1C=CC=CN=1.[C:25]1(=[O:30])[CH2:29][CH2:28][CH:27]=[CH:26]1. The catalyst is C(OCC)C.[Cu](I)I.CCOC(C)=O. The product is [N:13]1[CH:14]=[CH:15][CH:16]=[CH:17][C:12]=1[CH:27]1[CH2:28][CH2:29][C:25](=[O:30])[CH2:26]1. The yield is 0.430.